Dataset: Catalyst prediction with 721,799 reactions and 888 catalyst types from USPTO. Task: Predict which catalyst facilitates the given reaction. (1) Reactant: C([O:4][CH2:5][C@@H:6]([N:8]1[C:13](=O)[CH:12]2[CH:10]([CH2:11]2)[C:9]1=O)[CH3:7])(=O)C.[H-].[H-].[H-].[H-].[Li+].[Al+3].[O-]S([O-])(=O)=O.[Na+].[Na+]. Product: [CH:10]12[CH2:11][CH:12]1[CH2:13][N:8]([C@@H:6]([CH3:7])[CH2:5][OH:4])[CH2:9]2. The catalyst class is: 27. (2) Reactant: [CH3:1][C:2]1[N:10]=[CH:9][N:8]=[C:7]2[C:3]=1[N:4]=[CH:5][N:6]2[C@@H:11]1[O:17][C@@H:16]([CH2:18]I)[C@@H:14]([OH:15])[C@H:12]1[OH:13].N(C(C)(C)C#N)=NC(C)(C)C#N.C([SnH](CCCC)CCCC)CCC. Product: [CH3:1][C:2]1[N:10]=[CH:9][N:8]=[C:7]2[C:3]=1[N:4]=[CH:5][N:6]2[C@@H:11]1[O:17][C@@H:16]([CH3:18])[C@@H:14]([OH:15])[C@H:12]1[OH:13]. The catalyst class is: 7. (3) Reactant: [O:1]=[C:2]1[NH:6][C:5](=[O:7])[O:4][N:3]1[CH2:8][C:9]1[CH:37]=[CH:36][C:12]([O:13][CH2:14][C:15]2[C:16]([CH3:35])=[C:17]([C:21]3[CH:26]=[CH:25][C:24]([O:27][C:28]([CH3:33])([CH3:32])[C:29]([OH:31])=[O:30])=[CH:23][C:22]=3[CH3:34])[CH:18]=[CH:19][CH:20]=2)=[CH:11][CH:10]=1.C1COCC1.[OH-].[Na+:44]. Product: [O:1]=[C:2]1[NH:6][C:5](=[O:7])[O:4][N:3]1[CH2:8][C:9]1[CH:10]=[CH:11][C:12]([O:13][CH2:14][C:15]2[C:16]([CH3:35])=[C:17]([C:21]3[CH:26]=[CH:25][C:24]([O:27][C:28]([CH3:32])([CH3:33])[C:29]([O-:31])=[O:30])=[CH:23][C:22]=3[CH3:34])[CH:18]=[CH:19][CH:20]=2)=[CH:36][CH:37]=1.[Na+:44].[Na+:44].[O:1]=[C:2]1[NH:6][C:5](=[O:7])[O:4][N:3]1[CH2:8][C:9]1[CH:10]=[CH:11][C:12]([O:13][CH2:14][C:15]2[C:16]([CH3:35])=[C:17]([C:21]3[CH:26]=[CH:25][C:24]([O:27][C:28]([CH3:32])([CH3:33])[C:29]([O-:31])=[O:30])=[CH:23][C:22]=3[CH3:34])[CH:18]=[CH:19][CH:20]=2)=[CH:36][CH:37]=1. The catalyst class is: 5. (4) Reactant: F[S:2]([C:5]([C:8]([C:11]([C:14]([O:17][C:18]([C:24]([O:27][CH3:28])([F:26])[F:25])([C:20]([F:23])([F:22])[F:21])[F:19])([F:16])[F:15])([F:13])[F:12])([F:10])[F:9])([F:7])[F:6])(=[O:4])=[O:3].[OH2:29].[OH-].[Li+:31]. Product: [S:2]([C:5]([C:8]([C:11]([C:14]([O:17][C:18]([C:24]([O:27][CH3:28])([F:26])[F:25])([C:20]([F:23])([F:22])[F:21])[F:19])([F:16])[F:15])([F:13])[F:12])([F:10])[F:9])([F:7])[F:6])([O:29][Li:31])(=[O:4])=[O:3]. The catalyst class is: 6. (5) Reactant: C(O[C:6]([NH:8][C@@H:9]1[CH2:13][CH2:12][CH2:11][C@H:10]1[NH2:14])=[O:7])(C)(C)C.[CH3:15][N:16]1[CH2:21][CH2:20][C:19]2[N:22]=[C:23](C([O-])=O)[S:24][C:18]=2[CH2:17]1.[Li+].[ClH:29].CN(C)CCCN=C=NCC.O.ON1C2C=CC=CC=2N=N1. Product: [ClH:29].[CH3:15][N:16]1[CH2:21][CH2:20][C:19]2[N:22]=[C:23]([C:6]([NH:8][C@@H:9]3[CH2:13][CH2:12][CH2:11][C@H:10]3[NH2:14])=[O:7])[S:24][C:18]=2[CH2:17]1. The catalyst class is: 9.